From a dataset of Reaction yield outcomes from USPTO patents with 853,638 reactions. Predict the reaction yield, written as a fraction of the theoretical maximum amount of product (1.0 means a 100% yield; for example, 0.34 means a 34% yield). (1) The reactants are [N:1]1[CH:6]=[CH:5][CH:4]=[CH:3][C:2]=1[C:7]([C:9]1[S:13][C:12]([NH2:14])=[N:11][C:10]=1[C:15]1[O:16][CH:17]=[CH:18][CH:19]=1)=[O:8].[C:20](N1C=CN=C1)(N1C=CN=C1)=[O:21].CCCCCC. The catalyst is ClCCl. The product is [O:16]1[CH:17]=[CH:18][CH:19]=[C:15]1[C:10]1[N:11]=[C:12]([N:14]=[C:20]=[O:21])[S:13][C:9]=1[C:7]([C:2]1[CH:3]=[CH:4][CH:5]=[CH:6][N:1]=1)=[O:8]. The yield is 0.610. (2) The reactants are Br[CH2:2][CH:3]1[N:7]([CH2:8][CH3:9])[N:6]([C:10]2[CH:15]=[CH:14][CH:13]=[CH:12][CH:11]=2)[C:5](=[O:16])[CH:4]1[Cl:17].Cl.[NH:19]1[CH2:24][CH2:23][C:22](O)([OH:25])[CH2:21][CH2:20]1.C(=O)([O-])[O-].[K+].[K+]. The catalyst is C(#N)C. The product is [Cl:17][C:4]1[C:5](=[O:16])[N:6]([C:10]2[CH:15]=[CH:14][CH:13]=[CH:12][CH:11]=2)[N:7]([CH2:8][CH3:9])[C:3]=1[CH2:2][N:19]1[CH2:24][CH2:23][C:22](=[O:25])[CH2:21][CH2:20]1. The yield is 0.860. (3) The reactants are [Cl:1][C:2]1[C:7]([Cl:8])=[CH:6][CH:5]=[C:4]([N:9]=[C:10]=S)[N:3]=1.C(N(CC)CC)C.Cl.Cl.[NH2:21][CH2:22][C:23]1([OH:31])[CH:28]2[CH2:29][CH2:30][N:25]([CH2:26][CH2:27]2)[CH2:24]1.C(N=C=NC(C)C)(C)C. The catalyst is CN(C)C=O. The product is [Cl:8][C:7]1[CH:6]=[CH:5][C:4]([NH:9][C:10]2[O:31][C@:23]3([CH2:22][N:21]=2)[CH:28]2[CH2:29][CH2:30][N:25]([CH2:26][CH2:27]2)[CH2:24]3)=[N:3][C:2]=1[Cl:1]. The yield is 0.470. (4) The reactants are O1CCCCC1[O:7][CH2:8][CH2:9][CH2:10][N:11]1[CH:16]=[CH:15][CH:14]=[CH:13][C:12]1=[O:17].O. The catalyst is C(O)(=O)C.C1COCC1. The product is [OH:7][CH2:8][CH2:9][CH2:10][N:11]1[CH:16]=[CH:15][CH:14]=[CH:13][C:12]1=[O:17]. The yield is 0.990. (5) The reactants are Br[C:2]1[CH:8]=[CH:7][C:6]([C:9]([F:12])([F:11])[F:10])=[CH:5][C:3]=1[NH2:4].[C:13]([O:17][CH3:18])(=[O:16])[CH:14]=[CH2:15].CC1C=CC=CC=1P(C1C=CC=CC=1C)C1C=CC=CC=1C.C(N(CC)CC)C. The catalyst is CC([O-])=O.CC([O-])=O.[Pd+2].C(#N)C. The product is [NH2:4][C:3]1[CH:5]=[C:6]([C:9]([F:12])([F:11])[F:10])[CH:7]=[CH:8][C:2]=1/[CH:15]=[CH:14]/[C:13]([O:17][CH3:18])=[O:16]. The yield is 0.370. (6) The reactants are [CH3:1][C:2]1[CH:7]=[C:6]([N+:8]([O-:10])=[O:9])[C:5](Cl)=[CH:4][C:3]=1[OH:12].[C:13]([NH:16][C:17]1[CH:22]=[CH:21][C:20]([SH:23])=[CH:19][CH:18]=1)(=[O:15])[CH3:14].C(=O)([O-])[O-].[Cs+].[Cs+]. The catalyst is CN(C=O)C.C(OCC)(=O)C. The product is [OH:12][C:3]1[C:2]([CH3:1])=[CH:7][C:6]([N+:8]([O-:10])=[O:9])=[C:5]([S:23][C:20]2[CH:19]=[CH:18][C:17]([NH:16][C:13](=[O:15])[CH3:14])=[CH:22][CH:21]=2)[CH:4]=1. The yield is 0.810.